From a dataset of Forward reaction prediction with 1.9M reactions from USPTO patents (1976-2016). Predict the product of the given reaction. The product is: [Cl:1][C:2]1[C:7]([I:17])=[C:6]([CH3:8])[N:5]=[C:4]([NH2:9])[N:3]=1. Given the reactants [Cl:1][C:2]1[CH:7]=[C:6]([CH3:8])[N:5]=[C:4]([NH2:9])[N:3]=1.C1C(=O)N([I:17])C(=O)C1.[O-]S([O-])(=S)=O.[Na+].[Na+].C([O-])(O)=O.[Na+], predict the reaction product.